From a dataset of Forward reaction prediction with 1.9M reactions from USPTO patents (1976-2016). Predict the product of the given reaction. (1) The product is: [Cl:1][C:2]1[CH:3]=[CH:4][C:5]([O:10][CH:11]2[CH2:16][CH2:15][CH2:14][CH2:13][CH2:12]2)=[C:6]([CH:9]=1)[CH:7]=[O:8]. Given the reactants [Cl:1][C:2]1[CH:9]=[C:6]([CH:7]=[O:8])[C:5]([OH:10])=[CH:4][CH:3]=1.[CH:11]1(OS(C)(=O)=O)[CH2:16][CH2:15][CH2:14][CH2:13][CH2:12]1.C(=O)([O-])[O-].[K+].[K+], predict the reaction product. (2) Given the reactants [Cl:1][C:2]1[CH:3]=[CH:4][C:5]([N:10]2[CH:14]=[CH:13][C:12]([CH3:15])=[N:11]2)=[C:6]([CH:9]=1)[CH:7]=O.[NH2:16][C:17]1[N:22]=[CH:21][C:20]([C:23]2[CH:24]=[C:25]([NH2:34])[C:26]([NH:29][C:30]([CH3:33])([CH3:32])[CH3:31])=[CH:27][CH:28]=2)=[CH:19][N:18]=1.OOS([O-])=O.[K+], predict the reaction product. The product is: [C:30]([N:29]1[C:26]2[CH:27]=[CH:28][C:23]([C:20]3[CH:19]=[N:18][C:17]([NH2:16])=[N:22][CH:21]=3)=[CH:24][C:25]=2[N:34]=[C:7]1[C:6]1[CH:9]=[C:2]([Cl:1])[CH:3]=[CH:4][C:5]=1[N:10]1[CH:14]=[CH:13][C:12]([CH3:15])=[N:11]1)([CH3:33])([CH3:31])[CH3:32]. (3) Given the reactants COC1C=C(OC)C=CC=1C[O:6][NH:7][C:8](=[O:31])[CH:9]([CH2:27][CH:28]([CH3:30])[CH3:29])[CH2:10][S:11]([N:14]1[CH2:19][CH2:18][N:17]([C:20]2[CH:25]=[CH:24][C:23]([F:26])=[CH:22][CH:21]=2)[CH2:16][CH2:15]1)(=[O:13])=[O:12].FC(F)(F)C(O)=O.C([SiH](CC)CC)C, predict the reaction product. The product is: [OH:6][NH:7][C:8](=[O:31])[CH:9]([CH2:27][CH:28]([CH3:29])[CH3:30])[CH2:10][S:11]([N:14]1[CH2:19][CH2:18][N:17]([C:20]2[CH:25]=[CH:24][C:23]([F:26])=[CH:22][CH:21]=2)[CH2:16][CH2:15]1)(=[O:12])=[O:13]. (4) The product is: [OH:1][C@H:2]([C@H:4]1[NH:9][C:8]([CH3:20])([CH3:19])[CH2:7][C:6](=[O:21])[CH2:5]1)[CH3:3]. Given the reactants [OH:1][C@H:2]([C@H:4]1[N:9](CC2C=CC(OC)=CC=2)[C:8]([CH3:20])([CH3:19])[CH2:7][C:6](=[O:21])[CH2:5]1)[CH3:3].C(O)(=O)C, predict the reaction product. (5) Given the reactants Br[CH2:2][C:3]1[C:4]2[C:9]([N:10]=[C:11]3[C:16]=1[CH:15]=[CH:14][CH:13]=[CH:12]3)=[CH:8][CH:7]=[CH:6][CH:5]=2.[P:17]([O:24]CC)([O:21][CH2:22][CH3:23])[O:18][CH2:19][CH3:20], predict the reaction product. The product is: [CH:5]1[C:4]2[C:9](=[N:10][C:11]3[C:16]([C:3]=2[CH2:2][P:17](=[O:24])([O:21][CH2:22][CH3:23])[O:18][CH2:19][CH3:20])=[CH:15][CH:14]=[CH:13][CH:12]=3)[CH:8]=[CH:7][CH:6]=1. (6) Given the reactants [Cl:1][C:2]1[CH:16]=[CH:15][C:5]([CH2:6][N:7]2[CH:12]=[C:11](Br)[CH:10]=[CH:9][C:8]2=[O:14])=[CH:4][CH:3]=1.[OH:17][CH2:18][CH2:19][CH2:20][C:21]1[CH:26]=[CH:25][C:24](B(O)O)=[CH:23][CH:22]=1, predict the reaction product. The product is: [Cl:1][C:2]1[CH:16]=[CH:15][C:5]([CH2:6][N:7]2[CH:12]=[C:11]([C:24]3[CH:25]=[CH:26][C:21]([CH2:20][CH2:19][CH2:18][OH:17])=[CH:22][CH:23]=3)[CH:10]=[CH:9][C:8]2=[O:14])=[CH:4][CH:3]=1. (7) The product is: [CH2:22]([O:1][C:2]1[CH:9]=[C:8]([O:10][C:11]2[CH:20]=[CH:19][C:14]3[B:15]([OH:18])[O:16][CH2:17][C:13]=3[CH:12]=2)[CH:7]=[CH:6][C:3]=1[C:4]#[N:5])[CH3:23]. Given the reactants [OH:1][C:2]1[CH:9]=[C:8]([O:10][C:11]2[CH:20]=[CH:19][C:14]3[B:15]([OH:18])[O:16][CH2:17][C:13]=3[CH:12]=2)[CH:7]=[CH:6][C:3]=1[C:4]#[N:5].I[CH2:22][CH3:23].CN(C)C=O.[H-].[Na+], predict the reaction product. (8) Given the reactants C([O:3][C:4](=[O:27])[CH2:5][N:6]1[C:14]([NH2:15])=[N:13][C:12]2[C:7]1=[N:8][C:9]([C:17]([O:19][CH2:20][C:21]1[CH:26]=[CH:25][CH:24]=[CH:23][CH:22]=1)=[O:18])=[N:10][C:11]=2[I:16])C.O.[OH-].[Li+].Cl, predict the reaction product. The product is: [CH2:20]([O:19][C:17]([C:9]1[N:8]=[C:7]2[C:12]([N:13]=[C:14]([NH2:15])[N:6]2[CH2:5][C:4]([OH:27])=[O:3])=[C:11]([I:16])[N:10]=1)=[O:18])[C:21]1[CH:26]=[CH:25][CH:24]=[CH:23][CH:22]=1.